The task is: Predict the reaction yield, written as a fraction of the theoretical maximum amount of product (1.0 means a 100% yield; for example, 0.34 means a 34% yield).. This data is from Reaction yield outcomes from USPTO patents with 853,638 reactions. The reactants are [F:1][C:2]([F:13])([F:12])[C:3]1[N:4]=[C:5]2[CH2:10][NH:9][CH2:8][CH2:7][N:6]2[CH:11]=1.CCN(CC1C=CC=CC=1)CC.C=CC1C=CC=CC=1.C=CC1C=CC(C=C)=CC=1.[Cl:44][C:45]1[CH:53]=[C:52]([Cl:54])[CH:51]=[CH:50][C:46]=1[C:47](Cl)=[O:48]. The catalyst is ClCCl. The product is [Cl:44][C:45]1[CH:53]=[C:52]([Cl:54])[CH:51]=[CH:50][C:46]=1[C:47]([N:9]1[CH2:8][CH2:7][N:6]2[CH:11]=[C:3]([C:2]([F:12])([F:1])[F:13])[N:4]=[C:5]2[CH2:10]1)=[O:48]. The yield is 0.980.